Task: Binary Classification. Given a drug SMILES string, predict its activity (active/inactive) in a high-throughput screening assay against a specified biological target.. Dataset: M1 muscarinic receptor antagonist screen with 61,756 compounds (1) The compound is Clc1cc(N2CCN(CC2)Cc2n(c3c(n2)n(c(=O)n(c3=O)C)C)CCOCC)ccc1. The result is 0 (inactive). (2) The molecule is S(c1[nH]c(c2ccc(F)cc2)cn1)CC(=O)Nc1cc(O)ccc1. The result is 0 (inactive). (3) The compound is S(=O)(=O)(Nc1ccc(OC)nc1)c1cc2c3c(oc2cc1)cccc3. The result is 0 (inactive).